This data is from Full USPTO retrosynthesis dataset with 1.9M reactions from patents (1976-2016). The task is: Predict the reactants needed to synthesize the given product. (1) Given the product [CH:28]1([C@H:27]2[C@H:26]([CH3:25])[C@@H:31]([NH:34][C:35](=[O:44])[O:36][CH2:37][C:38]3[CH:39]=[CH:40][CH:41]=[CH:42][CH:43]=3)[C:32]3[C:4](=[CH:3][C:2]([F:1])=[CH:8][CH:33]=3)[NH:5]2)[CH2:29][CH2:24]1, predict the reactants needed to synthesize it. The reactants are: [F:1][C:2]1[CH:3]=[C:4](C=C[CH:8]=1)[NH2:5].C1(C=O)CC1.P(O)(O[C:24]1[CH:29]=[CH:28][CH:27]=[CH:26][CH:25]=1)(O[C:24]1[CH:29]=[CH:28][CH:27]=[CH:26][CH:25]=1)=O.[CH:31](/[NH:34][C:35](=[O:44])[O:36][CH2:37][C:38]1[CH:43]=[CH:42][CH:41]=[CH:40][CH:39]=1)=[CH:32]\[CH3:33]. (2) Given the product [CH:1]1([NH:7][C:8]2[N:13]=[CH:12][N:11]=[C:10]([C:14]([NH:17][C:18]3[CH:23]=[CH:22][C:21]([NH:24][S:25]([CH3:28])(=[O:27])=[O:26])=[CH:20][CH:19]=3)=[O:16])[CH:9]=2)[CH2:2][CH2:3][CH2:4][CH2:5][CH2:6]1, predict the reactants needed to synthesize it. The reactants are: [CH:1]1([NH:7][C:8]2[N:13]=[CH:12][N:11]=[C:10]([C:14]([OH:16])=O)[CH:9]=2)[CH2:6][CH2:5][CH2:4][CH2:3][CH2:2]1.[NH2:17][C:18]1[CH:23]=[CH:22][C:21]([NH:24][S:25]([CH3:28])(=[O:27])=[O:26])=[CH:20][CH:19]=1. (3) Given the product [C:1]([C:5]1[N:6]=[C:7]([N:16]2[CH2:20][CH2:19][C:18]([F:21])([F:22])[CH2:17]2)[C:8]2[C:9](=[N:11][N:12]([CH2:14][C:15]3[C:47]([Cl:52])=[N:48][CH:49]=[CH:50][CH:51]=3)[N:13]=2)[N:10]=1)([CH3:2])([CH3:3])[CH3:4], predict the reactants needed to synthesize it. The reactants are: [C:1]([C:5]1[N:6]=[C:7]([N:16]2[CH2:20][CH2:19][C:18]([F:22])([F:21])[CH2:17]2)[C:8]2[C:9](=[N:11][N:12]([CH2:14][CH3:15])[N:13]=2)[N:10]=1)([CH3:4])([CH3:3])[CH3:2].C(C1N=C(N2CCC(F)(F)C2)C2N=NNC=2N=1)(C)(C)C.Br.BrCC1[C:47]([Cl:52])=[N:48][CH:49]=[CH:50][CH:51]=1. (4) Given the product [C:36]([NH:14][CH2:13][C@@H:11]1[O:10][C:9](=[O:17])[N:8]([C:6]2[CH:5]=[CH:4][C:3]([N:18]3[CH2:22][CH:21]4[CH2:23][C:24]5([CH2:29][CH:20]4[CH2:19]3)[O:28][CH2:27][CH2:26][O:25]5)=[C:2]([F:1])[CH:7]=2)[CH2:12]1)(=[O:38])[CH3:37], predict the reactants needed to synthesize it. The reactants are: [F:1][C:2]1[CH:7]=[C:6]([N:8]2[CH2:12][C@H:11]([CH2:13][N:14]=[N+]=[N-])[O:10][C:9]2=[O:17])[CH:5]=[CH:4][C:3]=1[N:18]1[CH2:22][CH:21]2[CH2:23][C:24]3([CH2:29][CH:20]2[CH2:19]1)[O:28][CH2:27][CH2:26][O:25]3.N1C=CC=CC=1.[C:36](OC(=O)C)(=[O:38])[CH3:37].